From a dataset of Full USPTO retrosynthesis dataset with 1.9M reactions from patents (1976-2016). Predict the reactants needed to synthesize the given product. (1) Given the product [Cl:2][C:3]1[C:4]([C:24]2[CH:25]=[N:26][N:27]3[CH:32]=[CH:31][CH:30]=[CH:29][C:28]=23)=[N:5][C:6]([NH:9][C:10]2[CH:18]=[C:17]3[C:13]([CH2:14][CH2:15][NH:16]3)=[CH:12][C:11]=2[O:22][CH3:23])=[N:7][CH:8]=1, predict the reactants needed to synthesize it. The reactants are: Cl.[Cl:2][C:3]1[C:4]([C:24]2[CH:25]=[N:26][N:27]3[CH:32]=[CH:31][CH:30]=[CH:29][C:28]=23)=[N:5][C:6]([NH:9][C:10]2[CH:18]=[C:17]3[C:13]([CH2:14][CH2:15][N:16]3C(=O)C)=[CH:12][C:11]=2[O:22][CH3:23])=[N:7][CH:8]=1. (2) The reactants are: [NH2:1][C:2]1[N:6]([C:7]2[CH:14]=[CH:13][C:10]([C:11]#[N:12])=[CH:9][CH:8]=2)[N:5]=[C:4]([C:15]([CH3:18])([CH3:17])[CH3:16])[CH:3]=1.C(=O)([O-])[O-].[K+].[K+].Cl[C:26]([O:28][C:29]1[CH:34]=[CH:33][CH:32]=[CH:31][CH:30]=1)=[O:27]. Given the product [C:15]([C:4]1[CH:3]=[C:2]([NH:1][C:26](=[O:27])[O:28][C:29]2[CH:34]=[CH:33][CH:32]=[CH:31][CH:30]=2)[N:6]([C:7]2[CH:14]=[CH:13][C:10]([C:11]#[N:12])=[CH:9][CH:8]=2)[N:5]=1)([CH3:18])([CH3:17])[CH3:16], predict the reactants needed to synthesize it.